Dataset: NCI-60 drug combinations with 297,098 pairs across 59 cell lines. Task: Regression. Given two drug SMILES strings and cell line genomic features, predict the synergy score measuring deviation from expected non-interaction effect. (1) Drug 1: C1=C(C(=O)NC(=O)N1)N(CCCl)CCCl. Drug 2: C1CN1P(=S)(N2CC2)N3CC3. Cell line: MDA-MB-231. Synergy scores: CSS=12.3, Synergy_ZIP=-11.6, Synergy_Bliss=-17.8, Synergy_Loewe=-14.4, Synergy_HSA=-13.2. (2) Drug 1: CC1=C(C(CCC1)(C)C)C=CC(=CC=CC(=CC(=O)O)C)C. Drug 2: CC12CCC3C(C1CCC2OP(=O)(O)O)CCC4=C3C=CC(=C4)OC(=O)N(CCCl)CCCl.[Na+]. Cell line: NCI-H522. Synergy scores: CSS=15.6, Synergy_ZIP=-7.89, Synergy_Bliss=-1.02, Synergy_Loewe=-1.44, Synergy_HSA=0.0890. (3) Drug 1: CC12CCC3C(C1CCC2=O)CC(=C)C4=CC(=O)C=CC34C. Drug 2: CS(=O)(=O)CCNCC1=CC=C(O1)C2=CC3=C(C=C2)N=CN=C3NC4=CC(=C(C=C4)OCC5=CC(=CC=C5)F)Cl. Cell line: NCI/ADR-RES. Synergy scores: CSS=10.8, Synergy_ZIP=-1.08, Synergy_Bliss=1.51, Synergy_Loewe=-3.05, Synergy_HSA=1.71. (4) Drug 1: C1=CC(=CC=C1C#N)C(C2=CC=C(C=C2)C#N)N3C=NC=N3. Drug 2: CCC1(C2=C(COC1=O)C(=O)N3CC4=CC5=C(C=CC(=C5CN(C)C)O)N=C4C3=C2)O.Cl. Cell line: OVCAR-8. Synergy scores: CSS=30.7, Synergy_ZIP=-0.166, Synergy_Bliss=-0.632, Synergy_Loewe=-19.4, Synergy_HSA=-0.493. (5) Drug 1: CC1=CC2C(CCC3(C2CCC3(C(=O)C)OC(=O)C)C)C4(C1=CC(=O)CC4)C. Drug 2: C1C(C(OC1N2C=NC3=C2NC=NCC3O)CO)O. Cell line: 786-0. Synergy scores: CSS=-1.16, Synergy_ZIP=-0.955, Synergy_Bliss=-5.78, Synergy_Loewe=-9.63, Synergy_HSA=-7.26. (6) Drug 1: CC1=C(C(=CC=C1)Cl)NC(=O)C2=CN=C(S2)NC3=CC(=NC(=N3)C)N4CCN(CC4)CCO. Drug 2: CN1C2=C(C=C(C=C2)N(CCCl)CCCl)N=C1CCCC(=O)O.Cl. Cell line: BT-549. Synergy scores: CSS=13.0, Synergy_ZIP=-1.40, Synergy_Bliss=2.36, Synergy_Loewe=-14.1, Synergy_HSA=0.116.